The task is: Regression. Given a peptide amino acid sequence and an MHC pseudo amino acid sequence, predict their binding affinity value. This is MHC class I binding data.. This data is from Peptide-MHC class I binding affinity with 185,985 pairs from IEDB/IMGT. (1) The peptide sequence is FPVTPQVPLR. The MHC is HLA-B08:01 with pseudo-sequence HLA-B08:01. The binding affinity (normalized) is 0.0526. (2) The peptide sequence is FPIPTEVVA. The MHC is HLA-A68:02 with pseudo-sequence HLA-A68:02. The binding affinity (normalized) is 0.0847. (3) The peptide sequence is IYDFYNAEY. The MHC is HLA-A01:01 with pseudo-sequence HLA-A01:01. The binding affinity (normalized) is 0.309. (4) The peptide sequence is MSYAMCLNTF. The MHC is HLA-A24:02 with pseudo-sequence HLA-A24:02. The binding affinity (normalized) is 0.470. (5) The peptide sequence is SFEPIPIHY. The MHC is HLA-A02:03 with pseudo-sequence HLA-A02:03. The binding affinity (normalized) is 0.0450. (6) The binding affinity (normalized) is 0. The MHC is HLA-B40:01 with pseudo-sequence HLA-B40:01. The peptide sequence is APGWLIWTY. (7) The peptide sequence is PIQKETWDTW. The MHC is HLA-B40:01 with pseudo-sequence HLA-B40:01. The binding affinity (normalized) is 0.